Dataset: Full USPTO retrosynthesis dataset with 1.9M reactions from patents (1976-2016). Task: Predict the reactants needed to synthesize the given product. (1) Given the product [O:17]=[C:16]1[C:15]2([CH2:18][CH2:19][NH:20][CH2:21][CH2:22]2)[N:14]([C:30]2[CH:31]=[CH:32][CH:33]=[CH:34][CH:35]=2)[CH2:13][N:12]1[CH2:11][C:10]1[CH:9]=[C:8]([CH:38]=[CH:37][CH:36]=1)[C:6]([O:5][CH2:4][CH2:3][N:2]([CH3:39])[CH3:1])=[O:7], predict the reactants needed to synthesize it. The reactants are: [CH3:1][N:2]([CH3:39])[CH2:3][CH2:4][O:5][C:6]([C:8]1[CH:9]=[C:10]([CH:36]=[CH:37][CH:38]=1)[CH2:11][N:12]1[C:16](=[O:17])[C:15]2([CH2:22][CH2:21][N:20](C(OC(C)(C)C)=O)[CH2:19][CH2:18]2)[N:14]([C:30]2[CH:35]=[CH:34][CH:33]=[CH:32][CH:31]=2)[CH2:13]1)=[O:7].Cl. (2) Given the product [IH:9].[CH3:1][N:2]1[CH2:6][CH2:5][N:4]=[C:3]1[S:7][CH3:8], predict the reactants needed to synthesize it. The reactants are: [CH3:1][N:2]1[CH2:6][CH2:5][NH:4][C:3]1=[S:7].[CH3:8][I:9]. (3) Given the product [C:1]([O:4][CH2:5][C@H:6]1[CH2:11][C@@H:10]([O:12][C:13](=[O:15])[CH3:14])[CH2:9][CH2:8][C@@:7]1([C@H:17]1[CH2:25][CH2:24][C@@:23]2([CH3:26])[C@@H:19]([CH2:20][C@H:21]([O:28][C:49](=[O:50])[CH3:48])[C:22]2=[CH2:27])[C@@H:18]1[CH2:29][O:30][Si:31]([C:44]([CH3:47])([CH3:46])[CH3:45])([C:38]1[CH:43]=[CH:42][CH:41]=[CH:40][CH:39]=1)[C:32]1[CH:37]=[CH:36][CH:35]=[CH:34][CH:33]=1)[CH3:16])(=[O:3])[CH3:2], predict the reactants needed to synthesize it. The reactants are: [C:1]([O:4][CH2:5][C@H:6]1[CH2:11][C@@H:10]([O:12][C:13](=[O:15])[CH3:14])[CH2:9][CH2:8][C@@:7]1([C@H:17]1[CH2:25][CH2:24][C@@:23]2([CH3:26])[C@@H:19]([CH2:20][C@H:21]([OH:28])[C:22]2=[CH2:27])[C@@H:18]1[CH2:29][O:30][Si:31]([C:44]([CH3:47])([CH3:46])[CH3:45])([C:38]1[CH:43]=[CH:42][CH:41]=[CH:40][CH:39]=1)[C:32]1[CH:37]=[CH:36][CH:35]=[CH:34][CH:33]=1)[CH3:16])(=[O:3])[CH3:2].[CH3:48][C:49](OC(C)=O)=[O:50]. (4) Given the product [Cl:27][C:23]1[CH:22]=[C:21]2[C:26](=[CH:25][CH:24]=1)[N:18]([CH:15]1[CH2:14][CH2:13][N:12]([CH2:11][CH:8]3[C:9]4[C:5](=[CH:4][CH:3]=[C:2]([NH:1][C:30]([NH:29][CH3:28])=[O:31])[CH:10]=4)[CH2:6][CH2:7]3)[CH2:17][CH2:16]1)[CH:19]=[CH:20]2, predict the reactants needed to synthesize it. The reactants are: [NH2:1][C:2]1[CH:10]=[C:9]2[C:5]([CH2:6][CH2:7][CH:8]2[CH2:11][N:12]2[CH2:17][CH2:16][CH:15]([N:18]3[C:26]4[C:21](=[CH:22][C:23]([Cl:27])=[CH:24][CH:25]=4)[CH:20]=[CH:19]3)[CH2:14][CH2:13]2)=[CH:4][CH:3]=1.[CH3:28][N:29]=[C:30]=[O:31]. (5) The reactants are: C(OOC(=O)C1C=CC=CC=1)(=O)C1C=CC=CC=1.[F:19][C:20]1[CH:21]=[C:22]([CH2:27][C:28]([OH:30])=[O:29])[CH:23]=[C:24]([CH3:26])[CH:25]=1.[Br:31]N1C(=O)CCC1=O.O. Given the product [Br:31][CH2:26][C:24]1[CH:23]=[C:22]([CH2:27][C:28]([OH:30])=[O:29])[CH:21]=[C:20]([F:19])[CH:25]=1, predict the reactants needed to synthesize it. (6) Given the product [N:3]1[CH:4]=[CH:5][CH:6]=[CH:7][C:2]=1[C:21]#[C:20][CH2:19][CH:18]([C:9]1[CH:10]=[N:11][C:12]2[C:17](=[CH:16][CH:15]=[CH:14][CH:13]=2)[N:8]=1)[OH:22], predict the reactants needed to synthesize it. The reactants are: I[C:2]1[CH:7]=[CH:6][CH:5]=[CH:4][N:3]=1.[N:8]1[C:17]2[C:12](=[CH:13][CH:14]=[CH:15][CH:16]=2)[N:11]=[CH:10][C:9]=1[CH:18]([OH:22])[CH2:19][C:20]#[CH:21]. (7) Given the product [Cl:1][C:2]1[CH:7]=[C:6]([NH2:8])[CH:5]=[CH:4][C:3]=1[O:11][C:12]1[CH:17]=[CH:16][C:15]([Cl:18])=[CH:14][C:13]=1[Cl:19], predict the reactants needed to synthesize it. The reactants are: [Cl:1][C:2]1[CH:7]=[C:6]([N+:8]([O-])=O)[CH:5]=[CH:4][C:3]=1[O:11][C:12]1[CH:17]=[CH:16][C:15]([Cl:18])=[CH:14][C:13]=1[Cl:19]. (8) Given the product [N:1]1([CH2:7][CH2:8][C:9]2[C:17]3[C:12](=[CH:13][CH:14]=[CH:15][CH:16]=3)[NH:11][CH:10]=2)[CH2:5][CH2:4][CH2:3][CH2:2]1, predict the reactants needed to synthesize it. The reactants are: [NH:1]1[CH2:5][CH2:4][CH2:3][CH2:2]1.Br[CH2:7][CH2:8][C:9]1[C:17]2[C:12](=[CH:13][CH:14]=[CH:15][CH:16]=2)[NH:11][CH:10]=1. (9) Given the product [Cl:11][C:12]1[CH:13]=[C:14]([CH:36]=[CH:37][C:38]=1[Cl:39])[CH2:15][N:16]1[CH2:21][CH2:20][O:19][C@@H:18]([CH2:22][NH:23][C:24]([NH:9][CH2:8][C:5]2[N:6]=[N:7][N:3]([CH3:2])[N:4]=2)=[O:25])[CH2:17]1, predict the reactants needed to synthesize it. The reactants are: Cl.[CH3:2][N:3]1[N:7]=[N:6][C:5]([CH2:8][NH2:9])=[N:4]1.Cl.[Cl:11][C:12]1[CH:13]=[C:14]([CH:36]=[CH:37][C:38]=1[Cl:39])[CH2:15][N:16]1[CH2:21][CH2:20][O:19][C@@H:18]([CH2:22][NH:23][C:24](=O)[O:25]C2C=CC([N+]([O-])=O)=CC=2)[CH2:17]1.C(N(CC)C(C)C)(C)C.CO. (10) Given the product [C:26]([O:10][C:9](=[O:11])[CH2:8][C:5]1[CH:6]=[CH:7][C:2]([CH3:1])=[CH:3][C:4]=1[O:12][CH2:13][C:14]1[CH:19]=[CH:18][CH:17]=[CH:16][CH:15]=1)([CH3:29])([CH3:28])[CH3:27], predict the reactants needed to synthesize it. The reactants are: [CH3:1][C:2]1[CH:7]=[CH:6][C:5]([CH2:8][C:9]([OH:11])=[O:10])=[C:4]([O:12][CH2:13][C:14]2[CH:19]=[CH:18][CH:17]=[CH:16][CH:15]=2)[CH:3]=1.C(Cl)(=O)C(Cl)=O.[C:26](O)([CH3:29])([CH3:28])[CH3:27].